From a dataset of Forward reaction prediction with 1.9M reactions from USPTO patents (1976-2016). Predict the product of the given reaction. (1) Given the reactants [CH:1]1([C:4]2[N:8]([CH2:9][C:10]3[C:15]([F:16])=[CH:14][C:13]([O:17][CH2:18][CH3:19])=[CH:12][C:11]=3[F:20])[N:7]=[C:6]([C:21]3[N:26]=[C:25]([NH2:27])[C:24]([O:28][CH3:29])=[CH:23][N:22]=3)[C:5]=2[CH3:30])[CH2:3][CH2:2]1.Cl.Br[C:33]1[CH:38]=[CH:37][N:36]=[CH:35][CH:34]=1.C(=O)([O-])[O-].[Cs+].[Cs+], predict the reaction product. The product is: [CH:1]1([C:4]2[N:8]([CH2:9][C:10]3[C:11]([F:20])=[CH:12][C:13]([O:17][CH2:18][CH3:19])=[CH:14][C:15]=3[F:16])[N:7]=[C:6]([C:21]3[N:26]=[C:25]([NH:27][C:33]4[CH:38]=[CH:37][N:36]=[CH:35][CH:34]=4)[C:24]([O:28][CH3:29])=[CH:23][N:22]=3)[C:5]=2[CH3:30])[CH2:3][CH2:2]1. (2) Given the reactants [F:1][C:2]1[CH:30]=[CH:29][C:5]([CH2:6][N:7]2[CH2:12][CH2:11][CH2:10][CH2:9][C@@H:8]2[C:13]([NH:15][C:16]2([C:19]3[CH:28]=[CH:27][C:22]([C:23]([O:25]C)=[O:24])=[CH:21][CH:20]=3)[CH2:18][CH2:17]2)=[O:14])=[CH:4][C:3]=1[C:31]([F:34])([F:33])[F:32].O[Li:36].O, predict the reaction product. The product is: [F:1][C:2]1[CH:30]=[CH:29][C:5]([CH2:6][N:7]2[CH2:12][CH2:11][CH2:10][CH2:9][C@@H:8]2[C:13]([NH:15][C:16]2([C:19]3[CH:28]=[CH:27][C:22]([C:23]([O-:25])=[O:24])=[CH:21][CH:20]=3)[CH2:18][CH2:17]2)=[O:14])=[CH:4][C:3]=1[C:31]([F:34])([F:32])[F:33].[Li+:36]. (3) Given the reactants [C:1]([O:5][C@@H:6]([C:12]1[C:13]([CH3:27])=[N:14][C:15]2[N:16]([N:19]=[C:20]([C:22]([O:24][CH2:25][CH3:26])=[O:23])[CH:21]=2)[C:17]=1I)[C:7]([O:9][CH2:10][CH3:11])=[O:8])([CH3:4])([CH3:3])[CH3:2].[CH:28](/[C:32]1([CH3:38])[CH2:37][CH2:36][NH:35][CH2:34][CH2:33]1)=[CH:29]\[CH:30]=[CH2:31].Cl.CCN(C(C)C)C(C)C, predict the reaction product. The product is: [CH:28](/[C:32]1([CH3:38])[CH2:33][CH2:34][N:35]([C:17]2[N:16]3[N:19]=[C:20]([C:22]([O:24][CH2:25][CH3:26])=[O:23])[CH:21]=[C:15]3[N:14]=[C:13]([CH3:27])[C:12]=2[C@H:6]([O:5][C:1]([CH3:4])([CH3:3])[CH3:2])[C:7]([O:9][CH2:10][CH3:11])=[O:8])[CH2:36][CH2:37]1)=[CH:29]\[CH:30]=[CH2:31].